Dataset: Forward reaction prediction with 1.9M reactions from USPTO patents (1976-2016). Task: Predict the product of the given reaction. Given the reactants Cl.[F:2][C:3]1[CH:15]=[C:14]([O:16][CH3:17])[CH:13]=[CH:12][C:4]=1[O:5][CH:6]1[CH2:11][CH2:10][NH:9][CH2:8][CH2:7]1.[OH:18][C:19]([C:21]([F:24])([F:23])[F:22])=[O:20].[CH2:25]([N:32]1[CH2:41][CH2:40][C:39]2[C:34](=[N:35][C:36](Cl)=[C:37]([NH:42][CH:43]([CH3:45])[CH3:44])[N:38]=2)[CH2:33]1)[C:26]1[CH:31]=[CH:30][CH:29]=[CH:28][CH:27]=1.CC(C)([O-])C.[Na+], predict the reaction product. The product is: [CH2:25]([N:32]1[CH2:41][CH2:40][C:39]2[C:34](=[N:35][C:36]([N:9]3[CH2:8][CH2:7][CH:6]([O:5][C:4]4[CH:12]=[CH:13][C:14]([O:16][CH3:17])=[CH:15][C:3]=4[F:2])[CH2:11][CH2:10]3)=[C:37]([NH:42][CH:43]([CH3:45])[CH3:44])[N:38]=2)[CH2:33]1)[C:26]1[CH:27]=[CH:28][CH:29]=[CH:30][CH:31]=1.[C:19]([OH:20])([C:21]([F:24])([F:23])[F:22])=[O:18].